This data is from Peptide-MHC class II binding affinity with 134,281 pairs from IEDB. The task is: Regression. Given a peptide amino acid sequence and an MHC pseudo amino acid sequence, predict their binding affinity value. This is MHC class II binding data. (1) The peptide sequence is PGDSLAEVELRQHGS. The MHC is DRB1_0405 with pseudo-sequence DRB1_0405. The binding affinity (normalized) is 0.175. (2) The peptide sequence is AAPANDKFTVFEAAF. The MHC is HLA-DPA10201-DPB11401 with pseudo-sequence HLA-DPA10201-DPB11401. The binding affinity (normalized) is 0.123. (3) The MHC is DRB1_0101 with pseudo-sequence DRB1_0101. The binding affinity (normalized) is 0. The peptide sequence is SAEVEEHRTIRVLEMV. (4) The peptide sequence is AAVELARALVRAVAE. The MHC is HLA-DPA10301-DPB10402 with pseudo-sequence HLA-DPA10301-DPB10402. The binding affinity (normalized) is 0.702. (5) The peptide sequence is CRKELAAVSVDCSEY. The MHC is DRB1_1302 with pseudo-sequence DRB1_1302. The binding affinity (normalized) is 0.477. (6) The peptide sequence is AFALVLLFCALASSC. The MHC is DRB5_0101 with pseudo-sequence DRB5_0101. The binding affinity (normalized) is 0.135. (7) The peptide sequence is MYKECEWPLTHTIGT. The MHC is HLA-DQA10501-DQB10302 with pseudo-sequence HLA-DQA10501-DQB10302. The binding affinity (normalized) is 0.251.